Dataset: Forward reaction prediction with 1.9M reactions from USPTO patents (1976-2016). Task: Predict the product of the given reaction. (1) Given the reactants [F:1][C:2]([F:12])([F:11])[O:3][C:4]1[CH:10]=[CH:9][C:7]([NH2:8])=[CH:6][CH:5]=1.[CH2:13]([S:15][C:16]1[C:17]([C:22](O)=[O:23])=[N:18][CH:19]=[CH:20][CH:21]=1)[CH3:14].CCN=C=NCCCN(C)C.Cl.C(=O)(O)[O-].[Na+], predict the reaction product. The product is: [CH2:13]([S:15][C:16]1[C:17]([C:22]([NH:8][C:7]2[CH:9]=[CH:10][C:4]([O:3][C:2]([F:11])([F:12])[F:1])=[CH:5][CH:6]=2)=[O:23])=[N:18][CH:19]=[CH:20][CH:21]=1)[CH3:14]. (2) Given the reactants F[C:2]1[CH:7]=[C:6]([N+:8]([O-:10])=[O:9])[CH:5]=[CH:4][CH:3]=1.[CH2:11]([N:13]1[CH2:18][CH2:17][NH:16][CH2:15][CH2:14]1)[CH3:12], predict the reaction product. The product is: [CH2:11]([N:13]1[CH2:18][CH2:17][N:16]([C:2]2[CH:3]=[CH:4][CH:5]=[C:6]([N+:8]([O-:10])=[O:9])[CH:7]=2)[CH2:15][CH2:14]1)[CH3:12]. (3) Given the reactants [C:1]1([S:7]([N:10]2[C:18]3[C:13](=[CH:14][C:15](Br)=[CH:16][CH:17]=3)[CH:12]=[C:11]2[CH3:20])(=[O:9])=[O:8])[CH:6]=[CH:5][CH:4]=[CH:3][CH:2]=1.[C:21]1(B(O)O)[CH:26]=[CH:25][CH:24]=[CH:23][CH:22]=1.C(=O)([O-])[O-].[Na+].[Na+], predict the reaction product. The product is: [C:1]1([S:7]([N:10]2[C:18]3[C:13](=[CH:14][C:15]([C:21]4[CH:26]=[CH:25][CH:24]=[CH:23][CH:22]=4)=[CH:16][CH:17]=3)[CH:12]=[C:11]2[CH3:20])(=[O:9])=[O:8])[CH:6]=[CH:5][CH:4]=[CH:3][CH:2]=1. (4) The product is: [CH:34]1([CH2:37][CH2:38][O:39][C:40]2[N:48]=[C:47]3[C:43]([N:44]=[C:45]([O:49][CH3:50])[N:46]3[CH2:53][CH2:54][CH2:55][CH2:56][CH:57]3[CH2:62][CH2:61][CH2:60][CH2:59][O:58]3)=[C:42]([NH2:51])[N:41]=2)[CH2:36][CH2:35]1. Given the reactants C(NC1N=C2C(N=C(OC)N2CCCCC2CCCO2)=C(N)N=1)CCC.FC(F)(F)C(O)=O.[CH:34]1([CH2:37][CH2:38][O:39][C:40]2[NH:41][C:42]([NH2:51])=[C:43]3[C:47]([N:48]=2)=[N:46][C:45]([O:49][CH3:50])=[N:44]3)[CH2:36][CH2:35]1.Br[CH2:53][CH2:54][CH2:55][CH2:56][CH:57]1[CH2:62][CH2:61][CH2:60][CH2:59][O:58]1, predict the reaction product. (5) Given the reactants C[CH2:2][C:3]([C:8]1[CH:13]=[CH:12][C:11](Br)=[CH:10][CH:9]=1)([CH3:7])[C:4]([OH:6])=[O:5].[Cl-].[Cs+].[C:17](=[O:27])([O:19][CH2:20][C:21]1[CH:26]=[CH:25][CH:24]=[CH:23][CH:22]=1)[NH2:18].[CH2:28](Cl)Cl, predict the reaction product. The product is: [CH2:20]([O:19][C:17]([NH:18][C:11]1[CH:10]=[CH:9][C:8]([C:3]([CH3:2])([CH3:7])[C:4]([O:6][CH3:28])=[O:5])=[CH:13][CH:12]=1)=[O:27])[C:21]1[CH:22]=[CH:23][CH:24]=[CH:25][CH:26]=1. (6) Given the reactants [Br:1][C:2]1[CH:3]=[C:4]([N:8]2[C:12]3=[N:13][CH:14]=[C:15]([CH:17]4[CH2:20][N:19](C(OC(C)(C)C)=O)[CH2:18]4)[CH:16]=[C:11]3[C:10]([C:28]([O:30][CH3:31])=[O:29])=[N:9]2)[CH:5]=[CH:6][CH:7]=1.FC(F)(F)C(O)=O, predict the reaction product. The product is: [NH:19]1[CH2:18][CH:17]([C:15]2[CH:16]=[C:11]3[C:10]([C:28]([O:30][CH3:31])=[O:29])=[N:9][N:8]([C:4]4[CH:5]=[CH:6][CH:7]=[C:2]([Br:1])[CH:3]=4)[C:12]3=[N:13][CH:14]=2)[CH2:20]1.